From a dataset of Catalyst prediction with 721,799 reactions and 888 catalyst types from USPTO. Predict which catalyst facilitates the given reaction. (1) Reactant: [OH:1][C:2]1[CH:3]=[C:4]2[C:9](=[CH:10][CH:11]=1)[CH:8]=[C:7]([C:12]([O:14][CH3:15])=[O:13])[CH:6]=[CH:5]2.[Si:16](Cl)([C:19]([CH3:22])([CH3:21])[CH3:20])([CH3:18])[CH3:17].N1C=CN=C1. Product: [Si:16]([O:1][C:2]1[CH:3]=[C:4]2[C:9](=[CH:10][CH:11]=1)[CH:8]=[C:7]([C:12]([O:14][CH3:15])=[O:13])[CH:6]=[CH:5]2)([C:19]([CH3:22])([CH3:21])[CH3:20])([CH3:18])[CH3:17]. The catalyst class is: 3. (2) The catalyst class is: 38. Product: [Br:7][C:5]1[N:6]=[C:2]([N:8]2[CH2:13][CH2:12][NH:11][CH2:10][CH2:9]2)[S:3][CH:4]=1. Reactant: Br[C:2]1[S:3][CH:4]=[C:5]([Br:7])[N:6]=1.[NH:8]1[CH2:13][CH2:12][NH:11][CH2:10][CH2:9]1. (3) Reactant: [Cl:1][C:2]1[CH:7]=[CH:6][CH:5]=[C:4]([F:8])[C:3]=1[C:9]1[C:13]([C:14]2[S:15][CH:16]=[C:17]([OH:19])[N:18]=2)=[C:12]([C:20]2[CH:21]=[N:22][N:23]([C:29]3[CH:34]=[CH:33][CH:32]=[C:31]([F:35])[CH:30]=3)[C:24]=2[C:25]([F:28])([F:27])[F:26])[O:11][N:10]=1.[CH3:36]I.[OH-].[Na+].Cl. Product: [Cl:1][C:2]1[CH:7]=[CH:6][CH:5]=[C:4]([F:8])[C:3]=1[C:9]1[C:13]([C:14]2[S:15][CH:16]=[C:17]([O:19][CH3:36])[N:18]=2)=[C:12]([C:20]2[CH:21]=[N:22][N:23]([C:29]3[CH:34]=[CH:33][CH:32]=[C:31]([F:35])[CH:30]=3)[C:24]=2[C:25]([F:28])([F:26])[F:27])[O:11][N:10]=1. The catalyst class is: 38. (4) Reactant: [Cl:1][C:2]1[CH:13]=[C:12]([NH:14][C:15]2[C:24]3[C:19](=[CH:20][CH:21]=[CH:22][C:23]=3[O:25][CH:26]3[CH2:31][CH2:30][N:29]([CH3:32])[CH2:28][CH2:27]3)[N:18]=[CH:17][N:16]=2)[CH:11]=[CH:10][C:3]=1[O:4][CH2:5][C:6]([NH:8][OH:9])=[NH:7].[CH:33](OC)(OC)OC. Product: [Cl:1][C:2]1[CH:13]=[C:12]([CH:11]=[CH:10][C:3]=1[O:4][CH2:5][C:6]1[N:7]=[CH:33][O:9][N:8]=1)[NH:14][C:15]1[C:24]2[C:19](=[CH:20][CH:21]=[CH:22][C:23]=2[O:25][CH:26]2[CH2:27][CH2:28][N:29]([CH3:32])[CH2:30][CH2:31]2)[N:18]=[CH:17][N:16]=1. The catalyst class is: 106. (5) Reactant: [C:1]([O:5][C:6]([N:8]1[CH2:13][CH2:12][N:11]([C:14]2[CH:15]=[C:16]([CH:32]=[CH:33][CH:34]=2)[O:17][CH:18]2[CH2:21][N:20]([C:22]3[N:30]=[CH:29][C:28]([Cl:31])=[CH:27][C:23]=3[C:24](O)=[O:25])[CH2:19]2)[CH2:10][CH2:9]1)=[O:7])([CH3:4])([CH3:3])[CH3:2].O.ON1C2C=CC=CC=2N=N1.Cl.C(N=C=NCCCN(C)C)C.Cl.[NH2:59][C:60]1([C:63]2[CH:72]=[CH:71][C:66]([C:67]([O:69][CH3:70])=[O:68])=[CH:65][CH:64]=2)[CH2:62][CH2:61]1.C(N(CC)CC)C. Product: [Cl:31][C:28]1[CH:27]=[C:23]([C:24](=[O:25])[NH:59][C:60]2([C:63]3[CH:72]=[CH:71][C:66]([C:67]([O:69][CH3:70])=[O:68])=[CH:65][CH:64]=3)[CH2:62][CH2:61]2)[C:22]([N:20]2[CH2:21][CH:18]([O:17][C:16]3[CH:15]=[C:14]([N:11]4[CH2:12][CH2:13][N:8]([C:6]([O:5][C:1]([CH3:4])([CH3:3])[CH3:2])=[O:7])[CH2:9][CH2:10]4)[CH:34]=[CH:33][CH:32]=3)[CH2:19]2)=[N:30][CH:29]=1. The catalyst class is: 35.